From a dataset of Forward reaction prediction with 1.9M reactions from USPTO patents (1976-2016). Predict the product of the given reaction. The product is: [N:18]1([CH2:17][CH2:16][O:15][C:12]2[CH:11]=[CH:10][C:9]([NH:8][C:5]3[N:4]=[C:3]([NH:23][C:25]4[CH:33]=[CH:32][C:31]([F:34])=[C:30]5[C:26]=4[CH:27]=[CH:28][NH:29]5)[C:2]([CH3:1])=[CH:7][N:6]=3)=[CH:14][CH:13]=2)[CH2:22][CH2:21][CH2:20][CH2:19]1. Given the reactants [CH3:1][C:2]1[C:3]([NH2:23])=[N:4][C:5]([NH:8][C:9]2[CH:14]=[CH:13][C:12]([O:15][CH2:16][CH2:17][N:18]3[CH2:22][CH2:21][CH2:20][CH2:19]3)=[CH:11][CH:10]=2)=[N:6][CH:7]=1.Br[C:25]1[CH:33]=[CH:32][C:31]([F:34])=[C:30]2[C:26]=1[CH:27]=[CH:28][NH:29]2.CC1(C)C2C(=C(P(C3C=CC=CC=3)C3C=CC=CC=3)C=CC=2)OC2C(P(C3C=CC=CC=3)C3C=CC=CC=3)=CC=CC1=2.C(=O)([O-])[O-].[Cs+].[Cs+], predict the reaction product.